Task: Predict the product of the given reaction.. Dataset: Forward reaction prediction with 1.9M reactions from USPTO patents (1976-2016) Given the reactants S(Cl)([Cl:3])=O.[CH3:5][O:6][C:7](=[O:38])[CH2:8][C:9]1[CH:14]=[C:13]([Br:15])[C:12]([O:16][C:17]2[CH:22]=[C:21]([CH:23]([CH3:25])[CH3:24])[C:20]([O:26][CH3:27])=[CH:19][C:18]=2[CH:28](O)[C:29]2[CH:34]=[CH:33][CH:32]=[CH:31][C:30]=2[CH3:35])=[C:11]([Br:37])[CH:10]=1, predict the reaction product. The product is: [CH3:5][O:6][C:7](=[O:38])[CH2:8][C:9]1[CH:14]=[C:13]([Br:15])[C:12]([O:16][C:17]2[CH:22]=[C:21]([CH:23]([CH3:25])[CH3:24])[C:20]([O:26][CH3:27])=[CH:19][C:18]=2[CH:28]([Cl:3])[C:29]2[CH:34]=[CH:33][CH:32]=[CH:31][C:30]=2[CH3:35])=[C:11]([Br:37])[CH:10]=1.